This data is from Full USPTO retrosynthesis dataset with 1.9M reactions from patents (1976-2016). The task is: Predict the reactants needed to synthesize the given product. Given the product [ClH:52].[ClH:68].[CH2:1]1[O:9][C:8]2[CH:7]=[CH:6][C:5]([N:10]([CH:11]3[CH2:16][CH2:15][N:14]([CH2:17][C:18]4[CH:23]=[CH:22][N:21]=[C:20]([C:24]5[CH:25]=[C:26]([O:34][CH3:35])[C:27]([O:32][CH3:33])=[C:28]([O:30][CH3:31])[CH:29]=5)[CH:19]=4)[CH2:13][CH2:12]3)[CH2:51][C:50]3[CH:53]=[CH:54][CH:55]=[C:48]([C:40]4[CH:41]=[C:42]([O:46][CH3:47])[C:43]([O:44][CH3:45])=[C:38]([O:37][CH3:36])[CH:39]=4)[CH:49]=3)=[CH:4][C:3]=2[O:2]1, predict the reactants needed to synthesize it. The reactants are: [CH2:1]1[O:9][C:8]2[CH:7]=[CH:6][C:5]([NH:10][CH:11]3[CH2:16][CH2:15][N:14]([CH2:17][C:18]4[CH:23]=[CH:22][N:21]=[C:20]([C:24]5[CH:29]=[C:28]([O:30][CH3:31])[C:27]([O:32][CH3:33])=[C:26]([O:34][CH3:35])[CH:25]=5)[CH:19]=4)[CH2:13][CH2:12]3)=[CH:4][C:3]=2[O:2]1.[CH3:36][O:37][C:38]1[CH:39]=[C:40]([C:48]2[CH:49]=[C:50]([CH:53]=[CH:54][CH:55]=2)[CH2:51][Cl:52])[CH:41]=[C:42]([O:46][CH3:47])[C:43]=1[O:44][CH3:45].C1(N)C(F)=C(F)C(F)=C(N)C=1F.[ClH:68].Cl.